This data is from Peptide-MHC class I binding affinity with 185,985 pairs from IEDB/IMGT. The task is: Regression. Given a peptide amino acid sequence and an MHC pseudo amino acid sequence, predict their binding affinity value. This is MHC class I binding data. (1) The peptide sequence is TVFRNQNRV. The MHC is HLA-B27:03 with pseudo-sequence HLA-B27:03. The binding affinity (normalized) is 0.0847. (2) The peptide sequence is GTYKRVTEK. The MHC is HLA-B57:01 with pseudo-sequence HLA-B57:01. The binding affinity (normalized) is 0.213.